From a dataset of Forward reaction prediction with 1.9M reactions from USPTO patents (1976-2016). Predict the product of the given reaction. (1) Given the reactants [Cl:1][C:2]1[CH:7]=[C:6]([Cl:8])[CH:5]=[CH:4][C:3]=1[C:9]1[N:10]=[C:11](/[CH:20]=[CH:21]/[C:22]2[CH:27]=[CH:26][C:25]([C:28]3[CH:33]=[CH:32][C:31]([O:34][CH3:35])=[CH:30][CH:29]=3)=[CH:24][CH:23]=2)[N:12]([CH2:14][CH2:15][CH2:16][C:17]([OH:19])=O)[CH:13]=1.[CH3:36][C:37]([CH3:42])([CH3:41])[CH2:38][CH2:39][NH2:40], predict the reaction product. The product is: [Cl:1][C:2]1[CH:7]=[C:6]([Cl:8])[CH:5]=[CH:4][C:3]=1[C:9]1[N:10]=[C:11](/[CH:20]=[CH:21]/[C:22]2[CH:23]=[CH:24][C:25]([C:28]3[CH:33]=[CH:32][C:31]([O:34][CH3:35])=[CH:30][CH:29]=3)=[CH:26][CH:27]=2)[N:12]([CH2:14][CH2:15][CH2:16][C:17]([NH:40][CH2:39][CH2:38][C:37]([CH3:42])([CH3:41])[CH3:36])=[O:19])[CH:13]=1. (2) Given the reactants C(OC([C:6]1[CH:7]=[C:8]([C:12]2[CH:17]=[CH:16][C:15]([CH2:18][S:19][CH2:20][CH2:21][OH:22])=[CH:14][CH:13]=2)[CH:9]=[CH:10][CH:11]=1)=O)C.[CH2:23]([O:25][C:26](C1C=CC(C2C=CC(CBr)=CC=2)=CC=1)=[O:27])[CH3:24].C(=O)([O-])[O-].[K+].[K+].SCCO, predict the reaction product. The product is: [CH2:23]([O:25][C:26]([C:11]1[CH:6]=[CH:7][C:8]([C:12]2[CH:13]=[CH:14][C:15]([CH2:18][S:19][CH2:20][CH2:21][OH:22])=[CH:16][CH:17]=2)=[CH:9][CH:10]=1)=[O:27])[CH3:24]. (3) Given the reactants [Br:1][C:2]1[C:11](I)=[CH:10][C:9]2[C:4](=[CH:5][CH:6]=[CH:7][CH:8]=2)[CH:3]=1.C([Mg]Br)(C)C.[B:18](OC)([O:21]C)[O:19]C.Cl, predict the reaction product. The product is: [Br:1][C:2]1[C:11]([B:18]([OH:21])[OH:19])=[CH:10][C:9]2[C:4]([CH:3]=1)=[CH:5][CH:6]=[CH:7][CH:8]=2. (4) Given the reactants Cl[C:2]1[N:7]=[C:6]([NH:8][CH3:9])[N:5]=[C:4]([N:10]2[C@H:15]([CH3:16])[CH2:14][CH2:13][C@H:12]([C:17]([NH:19][CH2:20][C:21]3[CH:26]=[CH:25][CH:24]=[CH:23][CH:22]=3)=[O:18])[CH2:11]2)[CH:3]=1.CC1(C)C(C)(C)OB([C:35]2[CH:43]=[C:42]3[C:38]([CH:39]=[N:40][NH:41]3)=[CH:37][CH:36]=2)O1.C1(P(C2CCCCC2)C2CCCCC2)CCCCC1.[O-]P([O-])([O-])=O.[K+].[K+].[K+], predict the reaction product. The product is: [NH:41]1[C:42]2[C:38](=[CH:37][CH:36]=[C:35]([C:2]3[N:7]=[C:6]([NH:8][CH3:9])[N:5]=[C:4]([N:10]4[C@H:15]([CH3:16])[CH2:14][CH2:13][C@H:12]([C:17]([NH:19][CH2:20][C:21]5[CH:26]=[CH:25][CH:24]=[CH:23][CH:22]=5)=[O:18])[CH2:11]4)[CH:3]=3)[CH:43]=2)[CH:39]=[N:40]1. (5) Given the reactants [CH2:1]([N:3]([CH2:30][CH3:31])[C:4]1[CH:5]=[C:6]([CH:27]=[CH:28][CH:29]=1)[O:7][C:8]1[CH:13]=[CH:12][CH:11]=[CH:10][C:9]=1[NH:14][S:15]([C:18]1[CH:26]=[CH:25][C:21]([C:22]([OH:24])=O)=[CH:20][CH:19]=1)(=[O:17])=[O:16])[CH3:2].Cl.Cl.[N:34]1([CH2:39][CH2:40][C@H:41]2[CH2:46][CH2:45][C@H:44]([NH2:47])[CH2:43][CH2:42]2)[CH2:38][CH2:37][CH2:36][CH2:35]1, predict the reaction product. The product is: [CH2:1]([N:3]([CH2:30][CH3:31])[C:4]1[CH:5]=[C:6]([CH:27]=[CH:28][CH:29]=1)[O:7][C:8]1[CH:13]=[CH:12][CH:11]=[CH:10][C:9]=1[NH:14][S:15]([C:18]1[CH:26]=[CH:25][C:21]([C:22]([NH:47][C@H:44]2[CH2:45][CH2:46][C@H:41]([CH2:40][CH2:39][N:34]3[CH2:38][CH2:37][CH2:36][CH2:35]3)[CH2:42][CH2:43]2)=[O:24])=[CH:20][CH:19]=1)(=[O:16])=[O:17])[CH3:2]. (6) Given the reactants [CH2:1]([N:3]1[CH:7]=[C:6]([C:8]2[C:13]([F:14])=[CH:12][N:11]=[C:10]3[NH:15][CH:16]=[CH:17][C:9]=23)[C:5]([C:18]2[CH:24]=[CH:23][C:21]([NH2:22])=[CH:20][CH:19]=2)=[N:4]1)[CH3:2].[CH3:25][NH:26][CH3:27].[O:28]1[CH2:32]CCC1, predict the reaction product. The product is: [CH2:1]([N:3]1[CH:7]=[C:6]([C:8]2[C:13]([F:14])=[CH:12][N:11]=[C:10]3[NH:15][CH:16]=[CH:17][C:9]=23)[C:5]([C:18]2[CH:24]=[CH:23][C:21]([NH:22][C:32](=[O:28])[N:26]([CH3:27])[CH3:25])=[CH:20][CH:19]=2)=[N:4]1)[CH3:2]. (7) Given the reactants [Cl:1][C:2]1[CH:8]=[C:7](I)[CH:6]=[CH:5][C:3]=1[NH2:4].[CH3:10][PH:11](=[O:13])[CH3:12].P([O-])([O-])([O-])=O.[K+].[K+].[K+], predict the reaction product. The product is: [Cl:1][C:2]1[CH:8]=[C:7]([P:11]([CH3:12])([CH3:10])=[O:13])[CH:6]=[CH:5][C:3]=1[NH2:4].